This data is from Full USPTO retrosynthesis dataset with 1.9M reactions from patents (1976-2016). The task is: Predict the reactants needed to synthesize the given product. Given the product [Cl:35][C:32]1[CH:31]=[CH:30][C:29]([C:24]([C:12]2[CH:13]=[C:14]3[C:9](=[CH:10][CH:11]=2)[NH:8][C:7](=[O:36])[C:6]([C:4]([O:3][CH2:1][CH3:2])=[O:5])=[C:15]3[O:16][C:17]2[CH:22]=[CH:21][CH:20]=[C:19]([Cl:23])[CH:18]=2)=[O:25])=[CH:34][CH:33]=1, predict the reactants needed to synthesize it. The reactants are: [CH2:1]([O:3][C:4]([C:6]1[C:7](=[O:36])[NH:8][C:9]2[C:14]([C:15]=1[O:16][C:17]1[CH:22]=[CH:21][CH:20]=[C:19]([Cl:23])[CH:18]=1)=[CH:13][C:12]([C:24]1([C:29]3[CH:34]=[CH:33][C:32]([Cl:35])=[CH:31][CH:30]=3)OCC[O:25]1)=[CH:11][CH:10]=2)=[O:5])[CH3:2].O.